From a dataset of Full USPTO retrosynthesis dataset with 1.9M reactions from patents (1976-2016). Predict the reactants needed to synthesize the given product. (1) Given the product [CH2:9]([O:11][C:12]([C:14]1[N:15]=[CH:16][N:17]([CH:25]2[CH2:26][N:27]([C:32]([O:34][CH2:35][C:36]3[CH:41]=[CH:40][CH:39]=[CH:38][CH:37]=3)=[O:33])[CH2:28][CH2:29][C:30]32[O:31][CH2:2]3)[C:18]=1[C:19]1[CH:20]=[CH:21][CH:22]=[CH:23][CH:24]=1)=[O:13])[CH3:10], predict the reactants needed to synthesize it. The reactants are: [I-].[CH3:2][S+](C)(C)=O.[H-].[Na+].[CH2:9]([O:11][C:12]([C:14]1[N:15]=[CH:16][N:17]([CH:25]2[C:30](=[O:31])[CH2:29][CH2:28][N:27]([C:32]([O:34][CH2:35][C:36]3[CH:41]=[CH:40][CH:39]=[CH:38][CH:37]=3)=[O:33])[CH2:26]2)[C:18]=1[C:19]1[CH:24]=[CH:23][CH:22]=[CH:21][CH:20]=1)=[O:13])[CH3:10].[Cl-].[NH4+]. (2) The reactants are: [CH2:1]([C@H:8]([CH2:12][C:13]([O:15]C(C)(C)C)=[O:14])[C:9]([OH:11])=O)[C:2]1[CH:7]=[CH:6][CH:5]=[CH:4][CH:3]=1.[CH3:20][O:21][C:22]1[N:27]=[CH:26][C:25](B(O)O)=[CH:24][CH:23]=1.[Br:31][C:32]1[CH:37]=[C:36]([Cl:38])[CH:35]=[CH:34][C:33]=1[C:39]1[N:40]=[C:41]([NH:44][CH3:45])[S:42][CH:43]=1. Given the product [CH2:1]([C@@H:8]([C:9]([N:44]([C:41]1[S:42][CH:43]=[C:39]([C:33]2[CH:34]=[CH:35][C:36]([Cl:38])=[CH:37][C:32]=2[C:25]2[CH:26]=[N:27][C:22]([O:21][CH3:20])=[CH:23][CH:24]=2)[N:40]=1)[CH3:45])=[O:11])[CH2:12][C:13]([OH:15])=[O:14])[C:2]1[CH:3]=[CH:4][CH:5]=[CH:6][CH:7]=1.[Br:31][C:32]1[CH:37]=[C:36]([Cl:38])[CH:35]=[CH:34][C:33]=1[C:39]1[N:40]=[C:41]([NH:44][CH3:45])[S:42][CH:43]=1, predict the reactants needed to synthesize it. (3) Given the product [N:12]1[C:13]2[C:8](=[CH:7][CH:6]=[CH:5][CH:14]=2)[CH:9]=[N:10][CH:11]=1, predict the reactants needed to synthesize it. The reactants are: O1CC1CO[C:5]1[CH:14]=[C:13]2[C:8]([C:9](OC3C=C4C(=CC=3)NC(C)=C4)=[N:10][CH:11]=[N:12]2)=[CH:7][C:6]=1OC.C(NCC)C. (4) Given the product [Br:1][C:2]1[CH:3]=[N:4][C:5]2[N:6]([N:8]=[C:9]([C:11]([N:23]3[CH2:24][CH:25]=[C:20]([C:15]4[CH:16]=[CH:17][CH:18]=[CH:19][N:14]=4)[CH2:21][CH2:22]3)=[O:13])[CH:10]=2)[CH:7]=1, predict the reactants needed to synthesize it. The reactants are: [Br:1][C:2]1[CH:3]=[N:4][C:5]2[N:6]([N:8]=[C:9]([C:11]([OH:13])=O)[CH:10]=2)[CH:7]=1.[N:14]1[CH:19]=[CH:18][CH:17]=[CH:16][C:15]=1[C:20]1[CH2:21][CH2:22][NH:23][CH2:24][CH:25]=1. (5) Given the product [N:3]1[CH:8]=[CH:7][CH:6]=[C:5]([C:9]([N:27]2[CH2:28][CH2:29][C:24]([CH2:23][C:22]3[CH:31]=[CH:32][C:33]([F:34])=[C:20]([F:19])[CH:21]=3)([OH:30])[CH2:25][CH2:26]2)=[O:11])[C:4]=1[C:12]1[CH:17]=[CH:16][N:15]=[CH:14][CH:13]=1, predict the reactants needed to synthesize it. The reactants are: Cl.Cl.[N:3]1[CH:8]=[CH:7][CH:6]=[C:5]([C:9]([OH:11])=O)[C:4]=1[C:12]1[CH:17]=[CH:16][N:15]=[CH:14][CH:13]=1.Cl.[F:19][C:20]1[CH:21]=[C:22]([CH:31]=[CH:32][C:33]=1[F:34])[CH2:23][C:24]1([OH:30])[CH2:29][CH2:28][NH:27][CH2:26][CH2:25]1.CN(C(ON1N=NC2C=CC=NC1=2)=[N+](C)C)C.F[P-](F)(F)(F)(F)F.C(N(CC)CC)C. (6) Given the product [C:18]([C:16]1[CH:17]=[C:9]([NH:8][C:31]([NH:32][C:33]2[C:42]3[C:37](=[CH:38][CH:39]=[CH:40][CH:41]=3)[C:36]([O:43][C:44]3[CH:49]=[CH:48][N:47]=[C:46]([NH:50][C:51]4[CH:56]=[C:55]([O:57][CH2:58][CH2:59][O:60][CH2:61][CH2:62][O:63][CH2:64][CH2:65][O:66][CH3:67])[CH:54]=[C:53]([O:68][CH3:69])[CH:52]=4)[CH:45]=3)=[CH:35][CH:34]=2)=[O:30])[C:10]([O:22][CH3:23])=[C:11]([CH:15]=1)[C:12]([NH2:14])=[O:13])([CH3:20])([CH3:19])[CH3:21], predict the reactants needed to synthesize it. The reactants are: C(N(CC)CC)C.[NH2:8][C:9]1[C:10]([O:22][CH3:23])=[C:11]([CH:15]=[C:16]([C:18]([CH3:21])([CH3:20])[CH3:19])[CH:17]=1)[C:12]([NH2:14])=[O:13].C1([O:30][C:31](=O)[NH:32][C:33]2[C:42]3[C:37](=[CH:38][CH:39]=[CH:40][CH:41]=3)[C:36]([O:43][C:44]3[CH:49]=[CH:48][N:47]=[C:46]([NH:50][C:51]4[CH:56]=[C:55]([O:57][CH2:58][CH2:59][O:60][CH2:61][CH2:62][O:63][CH2:64][CH2:65][O:66][CH3:67])[CH:54]=[C:53]([O:68][CH3:69])[CH:52]=4)[CH:45]=3)=[CH:35][CH:34]=2)C=CC=CC=1. (7) The reactants are: [CH3:1][C:2]1([CH3:24])[C:6]2[C:7]([O:12][C:13]3[N:18]=[CH:17][C:16]([NH:19][C:20]([NH:22][NH2:23])=[O:21])=[CH:15][CH:14]=3)=[CH:8][CH:9]=[C:10]([CH3:11])[C:5]=2[O:4][CH2:3]1.[C:25](OCC)(OCC)(OCC)[CH3:26].O.C1(C)C=CC(S(O)(=O)=O)=CC=1.C([O-])([O-])=O.[Na+].[Na+]. Given the product [CH3:25][C:26]1[N:19]([C:16]2[CH:17]=[N:18][C:13]([O:12][C:7]3[C:6]4[C:2]([CH3:24])([CH3:1])[CH2:3][O:4][C:5]=4[C:10]([CH3:11])=[CH:9][CH:8]=3)=[CH:14][CH:15]=2)[C:20](=[O:21])[NH:22][N:23]=1, predict the reactants needed to synthesize it. (8) Given the product [C:14]([C:15]1[CH2:16][N:8]([C:1]([O:3][C:4]([CH3:5])([CH3:6])[CH3:7])=[O:2])[CH2:11][C:10](=[O:12])[CH:9]=1)([CH3:18])([CH3:17])[CH3:13], predict the reactants needed to synthesize it. The reactants are: [C:1]([N:8]1[CH2:11][C:10](=[O:12])[CH2:9]1)([O:3][C:4]([CH3:7])([CH3:6])[CH3:5])=[O:2].[CH3:13][C:14]([CH3:18])([CH3:17])[C:15]#[CH:16]. (9) Given the product [CH2:1]([O:2][CH:3]([C:5]1[CH:14]=[CH:13][C:8]([C:9]([OH:11])=[O:10])=[CH:7][CH:6]=1)[CH3:4])[CH3:18], predict the reactants needed to synthesize it. The reactants are: [CH3:1][O:2][CH:3]([C:5]1[CH:14]=[CH:13][C:8]([C:9]([O:11]C)=[O:10])=[CH:7][CH:6]=1)[CH3:4].[OH-].[Li+].Cl.[CH3:18]O.